Dataset: Full USPTO retrosynthesis dataset with 1.9M reactions from patents (1976-2016). Task: Predict the reactants needed to synthesize the given product. (1) Given the product [CH3:1][O:2][C:3]1[CH:4]=[C:5]2[C:10](=[CH:11][C:12]=1[O:13][CH3:14])[C@H:9]([CH2:15][C:16]1[C:25]3[C:20](=[CH:21][CH:22]=[CH:23][CH:24]=3)[CH:19]=[CH:18][CH:17]=1)[NH:8][CH2:7][CH2:6]2, predict the reactants needed to synthesize it. The reactants are: [CH3:1][O:2][C:3]1[CH:4]=[C:5]2[C:10](=[CH:11][C:12]=1[O:13][CH3:14])[CH:9]([CH2:15][C:16]1[C:25]3[C:20](=[CH:21][CH:22]=[CH:23][CH:24]=3)[CH:19]=[CH:18][CH:17]=1)[NH:8][CH2:7][CH2:6]2.C(N[C@H](C1C=CC=CC=1)C(O)=O)(=O)C.CC(C)=O. (2) Given the product [N+:11]([C:2]1[C:3]2[C:7](=[N:6][O:5][N:4]=2)[C:8]([NH:19][CH2:20][CH2:21][CH2:22][CH2:23][CH2:24][C:25]([OH:27])=[O:26])=[CH:9][CH:1]=1)([O-:13])=[O:12], predict the reactants needed to synthesize it. The reactants are: [CH:1]1[CH:9]=[C:8](Cl)[C:7]2[C:3](=[N:4][O:5][N:6]=2)[C:2]=1[N+:11]([O-:13])=[O:12].C([O-])(O)=O.[Na+].[NH2:19][CH2:20][CH2:21][CH2:22][CH2:23][CH2:24][C:25]([OH:27])=[O:26].C(O)(C(F)(F)F)=O.